Regression. Given a peptide amino acid sequence and an MHC pseudo amino acid sequence, predict their binding affinity value. This is MHC class II binding data. From a dataset of Peptide-MHC class II binding affinity with 134,281 pairs from IEDB. (1) The peptide sequence is YTDYLTVMDRYSVDA. The MHC is DRB5_0101 with pseudo-sequence DRB5_0101. The binding affinity (normalized) is 0.579. (2) The peptide sequence is APTGMFVAAAKYMVI. The MHC is DRB1_1501 with pseudo-sequence DRB1_1501. The binding affinity (normalized) is 0.456. (3) The peptide sequence is TIAAMMTSPLSVASM. The MHC is DRB1_0802 with pseudo-sequence DRB1_0802. The binding affinity (normalized) is 0.166. (4) The peptide sequence is DCISIGPGSTGLNIT. The MHC is HLA-DPA10301-DPB10402 with pseudo-sequence HLA-DPA10301-DPB10402. The binding affinity (normalized) is 0.0569. (5) The peptide sequence is EKKYFAATQFMPLAA. The MHC is HLA-DPA10201-DPB11401 with pseudo-sequence HLA-DPA10201-DPB11401. The binding affinity (normalized) is 0.788. (6) The peptide sequence is GEIYKRWIILGLNKI. The MHC is DRB3_0101 with pseudo-sequence DRB3_0101. The binding affinity (normalized) is 0.344. (7) The peptide sequence is TTFQQKISKYFNS. The MHC is DRB4_0101 with pseudo-sequence DRB4_0103. The binding affinity (normalized) is 0.188. (8) The peptide sequence is YHFDLSGHAFGAMAKKGDEQ. The MHC is DRB1_0802 with pseudo-sequence DRB1_0802. The binding affinity (normalized) is 0.510.